The task is: Regression/Classification. Given an antibody's heavy chain and light chain sequences, predict its developability. TAP uses regression for 5 developability metrics; SAbDab uses binary classification.. This data is from Antibody developability classification from SAbDab with 2,409 antibodies. The antibody is ['EVQLVESGGGLVQPGGSLRLSCAASGFNIKEYYMHWVRQAPGKGLEWVGLIDPEQGNTIYDPKFQDRATISADNSKNTAYLQMNSLRAEDTAVYYCARDTAAYFDYWGQGTLVTVSS', 'DIQMTQSPSSLSASVGDRVTITCRASRDIKSYLNWYQQKPGKAPKVLIYYATSLAEGVPSRFSGSGSGTDYTLTISSLQPEDFATYYCLQHGESPWTFGQGTKVEIK']. Result: 1 (developable).